Dataset: Reaction yield outcomes from USPTO patents with 853,638 reactions. Task: Predict the reaction yield, written as a fraction of the theoretical maximum amount of product (1.0 means a 100% yield; for example, 0.34 means a 34% yield). (1) The reactants are [F:1][C:2]1[CH:7]=[CH:6][N:5]=[C:4]([NH:8][C:9](=[O:15])[O:10][C:11]([CH3:14])([CH3:13])[CH3:12])[C:3]=1[CH:16]=O.[CH3:18][O:19][C:20]1[CH:25]=[CH:24][C:23]([CH2:26][NH2:27])=[CH:22][CH:21]=1.C(O)(=O)C.CC(=O)OCC. The catalyst is ClCCCl. The product is [F:1][C:2]1[CH:7]=[CH:6][N:5]=[C:4]([NH:8][C:9](=[O:15])[O:10][C:11]([CH3:12])([CH3:13])[CH3:14])[C:3]=1[CH2:16][NH:27][CH2:26][C:23]1[CH:24]=[CH:25][C:20]([O:19][CH3:18])=[CH:21][CH:22]=1. The yield is 0.670. (2) The reactants are [CH3:1][O:2][C:3]([C:5]1[C:10]([NH:11][C:12]2[CH:17]=[CH:16][C:15]([Si](C)(C)C)=[CH:14][C:13]=2[F:22])=[N:9][C:8]([CH2:23][NH:24][CH:25]=[O:26])=[CH:7][N:6]=1)=[O:4].[I:27]Cl. The catalyst is ClCCl. The product is [CH3:1][O:2][C:3]([C:5]1[C:10]([NH:11][C:12]2[CH:17]=[CH:16][C:15]([I:27])=[CH:14][C:13]=2[F:22])=[N:9][C:8]([CH2:23][NH:24][CH:25]=[O:26])=[CH:7][N:6]=1)=[O:4]. The yield is 0.990. (3) The reactants are [CH:1](NC(C)C)(C)[CH3:2].C([Li])CCC.[CH2:13]([O:20][C:21]([NH:23][C@H:24]1[CH2:29][CH2:28][CH2:27][CH2:26][C@@H:25]1[C:30]([O:32][CH3:33])=[O:31])=[O:22])[C:14]1[CH:19]=[CH:18][CH:17]=[CH:16][CH:15]=1.ICC. The catalyst is C1COCC1. The product is [CH2:13]([O:20][C:21]([NH:23][C@H:24]1[CH2:29][CH2:28][CH2:27][CH2:26][C@@:25]1([CH2:1][CH3:2])[C:30]([O:32][CH3:33])=[O:31])=[O:22])[C:14]1[CH:15]=[CH:16][CH:17]=[CH:18][CH:19]=1. The yield is 0.630. (4) The reactants are [CH3:1][C:2]1[CH:7]=[C:6]([CH2:8][C:9]2[C:10](=[O:29])[N:11]([CH:22]3[CH2:27][CH2:26][C:25](=[O:28])[CH2:24][CH2:23]3)[C:12]3[N:13]([N:18]=[C:19]([CH3:21])[N:20]=3)[C:14]=2[CH2:15][CH2:16][CH3:17])[CH:5]=[CH:4][C:3]=1[C:30]1[C:31]([C:36]#[N:37])=[CH:32][CH:33]=[CH:34][CH:35]=1.O1CCCC1.[BH4-].[Na+]. The catalyst is CO. The product is [OH:28][C@H:25]1[CH2:26][CH2:27][C@H:22]([N:11]2[C:10](=[O:29])[C:9]([CH2:8][C:6]3[CH:5]=[CH:4][C:3]([C:30]4[C:31]([C:36]#[N:37])=[CH:32][CH:33]=[CH:34][CH:35]=4)=[C:2]([CH3:1])[CH:7]=3)=[C:14]([CH2:15][CH2:16][CH3:17])[N:13]3[N:18]=[C:19]([CH3:21])[N:20]=[C:12]23)[CH2:23][CH2:24]1. The yield is 0.910. (5) The reactants are Cl[C:2]1[CH:7]=[CH:6][N:5]=[C:4]([N:8]2[CH2:19][CH2:18][N:17]3[C:10](=[CH:11][C:12]4[CH2:13][C:14]([CH3:21])([CH3:20])[CH2:15][C:16]=43)[C:9]2=[O:22])[C:3]=1[CH:23]=[O:24].[CH3:25][N:26]1[CH:31]=[C:30](B2OC(C)(C)C(C)(C)O2)[CH:29]=[C:28]([NH:41][C:42]2[CH:47]=[CH:46][C:45]([N:48]3[CH2:53][CH2:52][N:51]([CH:54]4[CH2:57][O:56][CH2:55]4)[CH2:50][CH2:49]3)=[CH:44][N:43]=2)[C:27]1=[O:58].[O-]P([O-])([O-])=O.[K+].[K+].[K+]. The catalyst is C1C=CC(P(C2C=CC=CC=2)[C-]2C=CC=C2)=CC=1.C1C=CC(P(C2C=CC=CC=2)[C-]2C=CC=C2)=CC=1.Cl[Pd]Cl.[Fe+2].O1CCCC1. The product is [CH3:25][N:26]1[C:27](=[O:58])[C:28]([NH:41][C:42]2[CH:47]=[CH:46][C:45]([N:48]3[CH2:53][CH2:52][N:51]([CH:54]4[CH2:55][O:56][CH2:57]4)[CH2:50][CH2:49]3)=[CH:44][N:43]=2)=[CH:29][C:30]([C:2]2[C:3]([CH:23]=[O:24])=[C:4]([N:8]3[CH2:19][CH2:18][N:17]4[C:10](=[CH:11][C:12]5[CH2:13][C:14]([CH3:21])([CH3:20])[CH2:15][C:16]=54)[C:9]3=[O:22])[N:5]=[CH:6][CH:7]=2)=[CH:31]1. The yield is 0.610.